This data is from Catalyst prediction with 721,799 reactions and 888 catalyst types from USPTO. The task is: Predict which catalyst facilitates the given reaction. Reactant: [N+:1]([C:4]1[CH:5]=[C:6]([C:13]([OH:15])=[O:14])[CH:7]=[C:8]([CH:12]=1)[C:9]([OH:11])=[O:10])([O-:3])=[O:2].CN(C)C=O. Product: [C:6]([O:14][C:13](=[O:15])[C:6]1[CH:5]=[C:4]([N+:1]([O-:3])=[O:2])[CH:12]=[C:8]([C:9]([OH:11])=[O:10])[CH:7]=1)([CH3:13])([CH3:7])[CH3:5]. The catalyst class is: 11.